Predict the reactants needed to synthesize the given product. From a dataset of Full USPTO retrosynthesis dataset with 1.9M reactions from patents (1976-2016). Given the product [C:7]1([C:1]2[CH:6]=[CH:5][CH:4]=[CH:3][CH:2]=2)[CH:12]=[CH:11][C:10]([C:13]2([C:14]#[N:15])[CH2:20][CH2:19]2)=[CH:9][CH:8]=1, predict the reactants needed to synthesize it. The reactants are: [C:1]1([C:7]2[CH:12]=[CH:11][C:10]([CH2:13][C:14]#[N:15])=[CH:9][CH:8]=2)[CH:6]=[CH:5][CH:4]=[CH:3][CH:2]=1.[OH-].[K+].Br[CH2:19][CH2:20]Br.CCOC(C)=O.